This data is from Reaction yield outcomes from USPTO patents with 853,638 reactions. The task is: Predict the reaction yield, written as a fraction of the theoretical maximum amount of product (1.0 means a 100% yield; for example, 0.34 means a 34% yield). (1) The reactants are [F:1][C:2]([F:7])([F:6])[C:3]([OH:5])=[O:4].[CH3:8][N:9]([CH2:11][C:12]1[CH:13]=[C:14]([C:20]2[CH:21]=[C:22]3[C:26](=[C:27]([C:29]([NH2:31])=[O:30])[CH:28]=2)[NH:25][CH:24]=[C:23]3[CH:32]2[CH2:37][CH2:36][N:35]([S:38]([CH2:41][CH3:42])(=[O:40])=[O:39])[CH2:34][CH2:33]2)[CH:15]=[CH:16][C:17]=1[O:18][CH3:19])C.CN.CNC. No catalyst specified. The product is [F:1][C:2]([F:7])([F:6])[C:3]([OH:5])=[O:4].[CH2:41]([S:38]([N:35]1[CH2:36][CH2:37][CH:32]([C:23]2[C:22]3[C:26](=[C:27]([C:29]([NH2:31])=[O:30])[CH:28]=[C:20]([C:14]4[CH:15]=[CH:16][C:17]([O:18][CH3:19])=[C:12]([CH2:11][NH:9][CH3:8])[CH:13]=4)[CH:21]=3)[NH:25][CH:24]=2)[CH2:33][CH2:34]1)(=[O:40])=[O:39])[CH3:42]. The yield is 0.160. (2) The reactants are Cl[S:2]([C:5]1[CH:14]=[CH:13][C:12]2[NH:11][C:10](=[O:15])[C:9]3[NH:16][CH:17]=[C:18]([C:19]([OH:21])=[O:20])[C:8]=3[C:7]=2[CH:6]=1)(=[O:4])=[O:3].[F:22][C:23]1[CH:29]=[CH:28][C:26]([NH2:27])=[C:25]([CH3:30])[CH:24]=1. No catalyst specified. The product is [F:22][C:23]1[CH:29]=[CH:28][C:26]([NH:27][S:2]([C:5]2[CH:14]=[CH:13][C:12]3[NH:11][C:10](=[O:15])[C:9]4[NH:16][CH:17]=[CH:18][C:8]=4[C:7]=3[CH:6]=2)(=[O:3])=[O:4])=[C:25]([CH3:30])[CH:24]=1.[CH2:18]([C:19]([O-:21])=[O:20])[CH3:17]. The yield is 0.0900. (3) The reactants are [C:1]([C:3]1[CH:8]=[CH:7][C:6]([NH:9][CH:10]([C:16]2[CH:21]=[C:20]([CH:22]=[CH2:23])[CH:19]=[C:18]([O:24][CH3:25])[CH:17]=2)[C:11]([O:13][CH2:14][CH3:15])=[O:12])=[CH:5][CH:4]=1)#[N:2]. The catalyst is CCO.C1COCC1.[Pd]. The product is [C:1]([C:3]1[CH:8]=[CH:7][C:6]([NH:9][CH:10]([C:16]2[CH:17]=[C:18]([O:24][CH3:25])[CH:19]=[C:20]([CH2:22][CH3:23])[CH:21]=2)[C:11]([O:13][CH2:14][CH3:15])=[O:12])=[CH:5][CH:4]=1)#[N:2]. The yield is 0.990. (4) The reactants are [Br:1][C:2]1[CH:9]=[CH:8][C:5]([CH2:6]Br)=[CH:4][CH:3]=1.C(O)(=O)C(O)=O.[N:16]1[CH:21]=[CH:20][CH:19]=[C:18]([CH:22]2[O:27][CH2:26][CH2:25][NH:24][CH2:23]2)[CH:17]=1.C(=O)([O-])[O-].[K+].[K+]. The catalyst is C(#N)C. The product is [Br:1][C:2]1[CH:9]=[CH:8][C:5]([CH2:6][N:24]2[CH2:25][CH2:26][O:27][CH:22]([C:18]3[CH:17]=[N:16][CH:21]=[CH:20][CH:19]=3)[CH2:23]2)=[CH:4][CH:3]=1. The yield is 0.160. (5) The reactants are C1C=CC(P(C2C=CC=CC=2)C2C=CC=CC=2)=CC=1.II.[CH2:22]([O:29][N:30]1[C:36](=[O:37])[N:35]2[CH2:38][C@H:31]1[CH2:32][CH2:33][C@H:34]2[C:39]([NH:41][NH:42][C:43](=O)[CH2:44][CH2:45][CH2:46][NH:47][C:48](=[O:54])[O:49][C:50]([CH3:53])([CH3:52])[CH3:51])=[O:40])[C:23]1[CH:28]=[CH:27][CH:26]=[CH:25][CH:24]=1. The catalyst is C(Cl)Cl. The product is [CH2:22]([O:29][N:30]1[C:36](=[O:37])[N:35]2[CH2:38][C@H:31]1[CH2:32][CH2:33][C@H:34]2[C:39]1[O:40][C:43]([CH2:44][CH2:45][CH2:46][NH:47][C:48](=[O:54])[O:49][C:50]([CH3:52])([CH3:53])[CH3:51])=[N:42][N:41]=1)[C:23]1[CH:28]=[CH:27][CH:26]=[CH:25][CH:24]=1. The yield is 0.860. (6) The reactants are [Br:1][C:2]1[CH:3]=[C:4]([C@:9]2([CH3:27])[CH2:14][C:13]([CH2:16]I)([CH3:15])[S:12][C:11]([NH:18][C:19](=[O:26])[C:20]3[CH:25]=[CH:24][CH:23]=[CH:22][CH:21]=3)=[N:10]2)[CH:5]=[CH:6][C:7]=1[F:8].C([SnH](CCCC)CCCC)CCC.C(OCC)(=O)C. The catalyst is C1(C)C=CC=CC=1. The product is [Br:1][C:2]1[CH:3]=[C:4]([C@:9]2([CH3:27])[CH2:14][C:13]([CH3:16])([CH3:15])[S:12][C:11]([NH:18][C:19](=[O:26])[C:20]3[CH:21]=[CH:22][CH:23]=[CH:24][CH:25]=3)=[N:10]2)[CH:5]=[CH:6][C:7]=1[F:8]. The yield is 0.250. (7) The reactants are [H-].[Na+].[I-].[CH3:4][S+](C)(C)=O.[N:9]1[S:10][CH:11]=[C:12]2[C:17](/[CH:18]=[CH:19]/[C:20]([O:22][CH2:23][CH3:24])=[O:21])=[CH:16][CH:15]=[CH:14][C:13]=12.O. The catalyst is CS(C)=O. The product is [N:9]1[S:10][CH:11]=[C:12]2[C:17]([CH:18]3[CH2:4][CH:19]3[C:20]([O:22][CH2:23][CH3:24])=[O:21])=[CH:16][CH:15]=[CH:14][C:13]=12. The yield is 0.530.